This data is from Reaction yield outcomes from USPTO patents with 853,638 reactions. The task is: Predict the reaction yield, written as a fraction of the theoretical maximum amount of product (1.0 means a 100% yield; for example, 0.34 means a 34% yield). (1) The reactants are [NH2:1][CH2:2][C:3]1[CH:8]=[CH:7][CH:6]=[C:5]2[N:9]([C:24]3[C:25]4[C@H:32]([CH3:33])[CH2:31][CH2:30][C:26]=4[N:27]=[CH:28][N:29]=3)[CH2:10][C:11]3([CH2:16][CH2:15][N:14]([C:17](OC(C)(C)C)=O)[CH2:13][CH2:12]3)[C:4]=12.[BH-](O[C:44]([CH3:46])=O)(OC(C)=O)OC(C)=O.[Na+]. The catalyst is C1COCC1.ClCCCl.C(Cl)Cl. The product is [CH2:17]([N:14]1[CH2:13][CH2:12][C:11]2([C:4]3[C:5](=[CH:6][CH:7]=[CH:8][C:3]=3[CH2:2][NH:1][CH:46]3[CH2:44][CH2:12][CH2:11][CH2:10]3)[N:9]([C:24]3[C:25]4[C@H:32]([CH3:33])[CH2:31][CH2:30][C:26]=4[N:27]=[CH:28][N:29]=3)[CH2:10]2)[CH2:16][CH2:15]1)[C:3]1[CH:8]=[CH:7][CH:6]=[CH:5][CH:4]=1. The yield is 0.980. (2) The reactants are CS(O[C@@H:6]1[C@@H:11]([CH3:12])[CH2:10][N:9]([C:13]2[CH:18]=[CH:17][N:16]=[CH:15][C:14]=2[NH:19]C(OC(C)(C)C)=O)[CH2:8][C@H:7]1[NH:27][C:28]([O:30][C:31]([CH3:34])([CH3:33])[CH3:32])=[O:29])(=O)=O.[NH:35]1[CH:39]=[N:38][CH:37]=[N:36]1.C([O-])([O-])=O.[Cs+].[Cs+]. The catalyst is CN(C=O)C. The product is [NH2:19][C:14]1[CH:15]=[N:16][CH:17]=[CH:18][C:13]=1[N:9]1[CH2:10][C@H:11]([CH3:12])[C@H:6]([N:35]2[CH:39]=[N:38][CH:37]=[N:36]2)[C@H:7]([NH:27][C:28](=[O:29])[O:30][C:31]([CH3:32])([CH3:33])[CH3:34])[CH2:8]1. The yield is 0.0800. (3) The reactants are [N:1]([O-])=O.[Na+].[NH:5]1[C:13]2[C:8](=[CH:9][C:10]([C:14]([OH:16])=[O:15])=[CH:11][CH:12]=2)[CH:7]=[CH:6]1.Cl.[OH2:18]. No catalyst specified. The product is [CH:6]([C:7]1[C:8]2[C:13](=[CH:12][CH:11]=[C:10]([C:14]([OH:16])=[O:15])[CH:9]=2)[NH:5][N:1]=1)=[O:18]. The yield is 0.550. (4) The yield is 0.410. The product is [Cl:10][C:4]1[CH:5]=[C:6]([O:9][CH3:11])[CH:7]=[CH:8][C:3]=1[NH2:2]. The catalyst is CC(C)=O.C(Cl)Cl. The reactants are Cl.[NH2:2][C:3]1[CH:8]=[CH:7][C:6]([OH:9])=[CH:5][C:4]=1[Cl:10].[C:11]([O-])([O-])=O.[K+].[K+].CC([O-])(C)C.[K+].CI. (5) The reactants are [Br:1][C:2]1[CH:3]=[CH:4][C:5]([OH:11])=[C:6]([C:8](=O)[CH3:9])[CH:7]=1.C(=O)([O-])[O-].[K+].[K+].Br[CH2:19][C:20]([CH:22]1[CH2:27][CH2:26][CH2:25][CH2:24][CH2:23]1)=[O:21]. The catalyst is CN(C)C=O. The product is [Br:1][C:2]1[CH:3]=[CH:4][C:5]2[O:11][C:19]([C:20]([CH:22]3[CH2:27][CH2:26][CH2:25][CH2:24][CH2:23]3)=[O:21])=[C:8]([CH3:9])[C:6]=2[CH:7]=1. The yield is 0.770. (6) The reactants are Br[C:2]1[C:6](Br)=[CH:5][S:4][CH:3]=1.[C:8]([Cu])#[N:9].[CH3:11][N:12](C=O)C. The catalyst is Cl. The product is [C:11]([C:2]1[C:6]([C:8]#[N:9])=[CH:5][S:4][CH:3]=1)#[N:12]. The yield is 0.690.